Predict which catalyst facilitates the given reaction. From a dataset of Catalyst prediction with 721,799 reactions and 888 catalyst types from USPTO. (1) Reactant: C(OC([N:11]1[CH2:16][CH2:15][CH:14]([O:17][C:18]([NH:20][CH2:21][CH2:22][OH:23])=[O:19])[CH2:13][CH:12]1[C:24]1[CH:29]=[CH:28][CH:27]=[CH:26][C:25]=1[CH3:30])=O)C1C=CC=CC=1. Product: [OH:23][CH2:22][CH2:21][NH:20][C:18]([O:17][CH:14]1[CH2:15][CH2:16][NH:11][CH:12]([C:24]2[CH:29]=[CH:28][CH:27]=[CH:26][C:25]=2[CH3:30])[CH2:13]1)=[O:19]. The catalyst class is: 129. (2) Reactant: [F:1][C:2]([F:30])([F:29])[C:3]1[CH:7]=[C:6]([C:8]([F:11])([F:10])[F:9])[N:5]([CH2:12][C:13]2[CH:14]=[C:15]([C:25]([O:27]C)=[O:26])[N:16]([C:18]3[C:23]([Cl:24])=[CH:22][CH:21]=[CH:20][N:19]=3)[N:17]=2)[N:4]=1.[OH-].[Na+]. Product: [F:30][C:2]([F:1])([F:29])[C:3]1[CH:7]=[C:6]([C:8]([F:11])([F:10])[F:9])[N:5]([CH2:12][C:13]2[CH:14]=[C:15]([C:25]([OH:27])=[O:26])[N:16]([C:18]3[C:23]([Cl:24])=[CH:22][CH:21]=[CH:20][N:19]=3)[N:17]=2)[N:4]=1. The catalyst class is: 40.